Predict the product of the given reaction. From a dataset of Forward reaction prediction with 1.9M reactions from USPTO patents (1976-2016). (1) Given the reactants Br[C:2]1[C:6]2[CH:7]=[N:8][C:9]([NH2:23])=[C:10]([O:11][C@@H:12]([C:14]3[C:19]([Cl:20])=[CH:18][CH:17]=[C:16]([F:21])[C:15]=3[Cl:22])[CH3:13])[C:5]=2[O:4][CH:3]=1.[F-].[K+].O1CCOCC1.C([Sn](CCCC)(CCCC)[C:37]1[S:38][CH:39]=[CH:40][N:41]=1)CCC, predict the reaction product. The product is: [Cl:22][C:15]1[C:16]([F:21])=[CH:17][CH:18]=[C:19]([Cl:20])[C:14]=1[C@H:12]([O:11][C:10]1[C:5]2[O:4][CH:3]=[C:2]([C:37]3[S:38][CH:39]=[CH:40][N:41]=3)[C:6]=2[CH:7]=[N:8][C:9]=1[NH2:23])[CH3:13]. (2) Given the reactants Br[C:2]1[N:6]([CH:7]([CH3:9])[CH3:8])[C:5]2[CH:10]([C:23]3[CH:30]=[CH:29][C:26]([C:27]#[N:28])=[CH:25][CH:24]=3)[N:11]([C:14]3[C:15]([O:21][CH3:22])=[N:16][CH:17]=[C:18]([Cl:20])[CH:19]=3)[C:12](=[O:13])[C:4]=2[CH:3]=1.[CH3:31][O:32][C:33]1[C:38](B2OC(C)(C)C(C)(C)O2)=[CH:37][N:36]=[C:35]([N:48]([CH3:50])[CH3:49])[N:34]=1.BrC1N(C(C)C)C2C(C3C=CC(Cl)=CC=3)N(C3C=C(Cl)C=CC=3C)C(=O)C=2C=1.COC1C(B2OC(C)(C)C(C)(C)O2)=CN=C(N)N=1, predict the reaction product. The product is: [Cl:20][C:18]1[CH:19]=[C:14]([N:11]2[C:12](=[O:13])[C:4]3[CH:3]=[C:2]([C:38]4[C:33]([O:32][CH3:31])=[N:34][C:35]([N:48]([CH3:49])[CH3:50])=[N:36][CH:37]=4)[N:6]([CH:7]([CH3:9])[CH3:8])[C:5]=3[CH:10]2[C:23]2[CH:30]=[CH:29][C:26]([C:27]#[N:28])=[CH:25][CH:24]=2)[C:15]([O:21][CH3:22])=[N:16][CH:17]=1. (3) Given the reactants Cl.[N+:2]([C:5]1[CH:13]=[CH:12][C:8]([CH2:9][CH2:10][NH2:11])=[CH:7][CH:6]=1)([O-:4])=[O:3].[F:14][C:15]([F:26])([F:25])[C:16](O[C:16](=[O:17])[C:15]([F:26])([F:25])[F:14])=[O:17].C([O-])(O)=O.[Na+], predict the reaction product. The product is: [F:14][C:15]([F:26])([F:25])[C:16]([NH:11][CH2:10][CH2:9][C:8]1[CH:7]=[CH:6][C:5]([N+:2]([O-:4])=[O:3])=[CH:13][CH:12]=1)=[O:17]. (4) The product is: [F:37][C:31]1[C:32]([CH:34]([CH3:36])[CH3:35])=[CH:33][C:28]([C:19]2[CH:20]=[CH:21][C:22]([C:24]([F:26])([F:27])[F:25])=[CH:23][C:18]=2[CH2:17][N:5]2[C@@H:4]([CH3:3])[C@@H:8]([C:9]3[S:10][CH:11]=[C:12]([CH3:14])[N:13]=3)[O:7][C:6]2=[O:15])=[C:29]([O:38][CH3:39])[CH:30]=1. Given the reactants [H-].[Na+].[CH3:3][C@H:4]1[C@@H:8]([C:9]2[S:10][CH:11]=[C:12]([CH3:14])[N:13]=2)[O:7][C:6](=[O:15])[NH:5]1.Br[CH2:17][C:18]1[CH:23]=[C:22]([C:24]([F:27])([F:26])[F:25])[CH:21]=[CH:20][C:19]=1[C:28]1[CH:33]=[C:32]([CH:34]([CH3:36])[CH3:35])[C:31]([F:37])=[CH:30][C:29]=1[O:38][CH3:39].[NH4+].[Cl-], predict the reaction product. (5) Given the reactants [Cl-].[Cl:2][C:3]1[CH:10]=[CH:9][CH:8]=[CH:7][C:4]=1[CH2:5][Zn+].C1COCC1.[O:16]1[C:20]2[CH:21]=[CH:22][C:23]([C:25]3([C:28]([NH:30][C:31]4[CH:36]=[N:35][C:34](Br)=[CH:33][N:32]=4)=[O:29])[CH2:27][CH2:26]3)=[CH:24][C:19]=2[O:18][CH2:17]1, predict the reaction product. The product is: [O:16]1[C:20]2[CH:21]=[CH:22][C:23]([C:25]3([C:28]([NH:30][C:31]4[CH:36]=[N:35][C:34]([CH2:5][C:4]5[CH:7]=[CH:8][CH:9]=[CH:10][C:3]=5[Cl:2])=[CH:33][N:32]=4)=[O:29])[CH2:27][CH2:26]3)=[CH:24][C:19]=2[O:18][CH2:17]1.